From a dataset of Peptide-MHC class I binding affinity with 185,985 pairs from IEDB/IMGT. Regression. Given a peptide amino acid sequence and an MHC pseudo amino acid sequence, predict their binding affinity value. This is MHC class I binding data. (1) The peptide sequence is FDAATTGSL. The MHC is HLA-B45:01 with pseudo-sequence HLA-B45:01. The binding affinity (normalized) is 0.115. (2) The MHC is BoLA-D18.4 with pseudo-sequence BoLA-D18.4. The binding affinity (normalized) is 0.0641. The peptide sequence is YPMSIPATL. (3) The peptide sequence is RTSKASLER. The MHC is HLA-B54:01 with pseudo-sequence HLA-B54:01. The binding affinity (normalized) is 0. (4) The peptide sequence is GSVNVVYTF. The MHC is Patr-A0701 with pseudo-sequence Patr-A0701. The binding affinity (normalized) is 0.0200. (5) The peptide sequence is QHTRRVSVL. The MHC is HLA-B07:02 with pseudo-sequence HLA-B07:02. The binding affinity (normalized) is 0.0847. (6) The peptide sequence is APAMGMNAY. The MHC is HLA-B15:42 with pseudo-sequence HLA-B15:42. The binding affinity (normalized) is 0.213. (7) The peptide sequence is AENLWVTFY. The MHC is Mamu-A11 with pseudo-sequence Mamu-A11. The binding affinity (normalized) is 0.427. (8) The peptide sequence is IQTSVNTVVR. The MHC is HLA-A33:01 with pseudo-sequence HLA-A33:01. The binding affinity (normalized) is 0.0477.